Dataset: Reaction yield outcomes from USPTO patents with 853,638 reactions. Task: Predict the reaction yield, written as a fraction of the theoretical maximum amount of product (1.0 means a 100% yield; for example, 0.34 means a 34% yield). (1) The reactants are [Br:1][C:2]1[CH:7]=[C:6]([NH2:8])[C:5]([N+:9]([O-])=O)=[CH:4][N:3]=1.[CH3:12][O:13][C:14]([NH:16][C:17](=NC(OC)=O)SC)=[O:15]. The catalyst is C(O)(=O)C.[Fe]. The product is [Br:1][C:2]1[N:3]=[CH:4][C:5]2[N:9]=[C:17]([NH:16][C:14](=[O:15])[O:13][CH3:12])[NH:8][C:6]=2[CH:7]=1. The yield is 1.00. (2) The reactants are [C:1]([C@H:5]1[CH2:10][CH2:9][C@H:8]([O:11][C:12]2[CH:13]=[C:14]3[C:19](=[CH:20][CH:21]=2)[CH:18]=[C:17]([C:22]([N:24]2[CH2:29][CH2:28][CH:27]([C:30]([O:32]C)=[O:31])[CH2:26][CH2:25]2)=[O:23])[CH:16]=[CH:15]3)[CH2:7][CH2:6]1)([CH3:4])([CH3:3])[CH3:2].[OH-].[Na+].Cl. The catalyst is CO. The product is [C:1]([C@H:5]1[CH2:10][CH2:9][C@H:8]([O:11][C:12]2[CH:13]=[C:14]3[C:19](=[CH:20][CH:21]=2)[CH:18]=[C:17]([C:22]([N:24]2[CH2:29][CH2:28][CH:27]([C:30]([OH:32])=[O:31])[CH2:26][CH2:25]2)=[O:23])[CH:16]=[CH:15]3)[CH2:7][CH2:6]1)([CH3:4])([CH3:2])[CH3:3]. The yield is 0.700. (3) The reactants are [Si]([O:8][CH2:9][C@@H:10]([N:15]1[C:24]2[C:19](=[CH:20][C:21]([O:27][CH2:28][C:29]3[CH:34]=[CH:33][CH:32]=[C:31]([Cl:35])[C:30]=3[F:36])=[C:22]([O:25][CH3:26])[CH:23]=2)[C:18](=[O:37])[C:17]([C:38]([O:40]CC)=[O:39])=[CH:16]1)[C:11]([CH3:14])([CH3:13])[CH3:12])(C(C)(C)C)(C)C.C[O-].[Na+]. The catalyst is CO. The product is [Cl:35][C:31]1[C:30]([F:36])=[C:29]([CH:34]=[CH:33][CH:32]=1)[CH2:28][O:27][C:21]1[CH:20]=[C:19]2[C:24](=[CH:23][C:22]=1[O:25][CH3:26])[N:15]([C@@H:10]([C:11]([CH3:14])([CH3:13])[CH3:12])[CH2:9][OH:8])[CH:16]=[C:17]([C:38]([OH:40])=[O:39])[C:18]2=[O:37]. The yield is 0.520.